Dataset: Full USPTO retrosynthesis dataset with 1.9M reactions from patents (1976-2016). Task: Predict the reactants needed to synthesize the given product. (1) Given the product [CH3:3][O:4][CH2:5][CH2:6][O:7][CH2:8][CH2:9][S:10][C:12]1[CH:17]=[CH:16][C:15]([S:18]([NH2:21])(=[O:20])=[O:19])=[CH:14][C:13]=1[N+:22]([O-:24])=[O:23], predict the reactants needed to synthesize it. The reactants are: [H-].[Na+].[CH3:3][O:4][CH2:5][CH2:6][O:7][CH2:8][CH2:9][SH:10].F[C:12]1[CH:17]=[CH:16][C:15]([S:18]([NH2:21])(=[O:20])=[O:19])=[CH:14][C:13]=1[N+:22]([O-:24])=[O:23].O. (2) Given the product [CH2:13]([N:7]1[C:8]2[C:4](=[CH:3][C:2]([Br:1])=[CH:10][CH:9]=2)[CH:5]=[CH:6]1)[C:14]1[CH:19]=[CH:18][CH:17]=[CH:16][CH:15]=1, predict the reactants needed to synthesize it. The reactants are: [Br:1][C:2]1[CH:3]=[C:4]2[C:8](=[CH:9][CH:10]=1)[NH:7][CH:6]=[CH:5]2.[H-].[Na+].[CH2:13](Br)[C:14]1[CH:19]=[CH:18][CH:17]=[CH:16][CH:15]=1.Cl. (3) Given the product [CH3:1][O:2][C:3](=[O:36])[N:4]=[C:5]([S:34][CH3:35])[C:6](=[N:17][C:18]1[CH:23]=[CH:22][C:21]([Br:24])=[C:20]([CH2:25][NH:26][C:27]([O:29][C:30]([CH3:31])([CH3:32])[CH3:33])=[O:28])[CH:19]=1)[C:7]1[CH:12]=[C:11]([CH2:13][CH3:14])[CH:10]=[C:9]([O:15][CH2:52][CH2:51][N:50]([CH3:54])[CH3:49])[C:8]=1[F:16], predict the reactants needed to synthesize it. The reactants are: [CH3:1][O:2][C:3](=[O:36])[N:4]=[C:5]([S:34][CH3:35])[C:6](=[N:17][C:18]1[CH:23]=[CH:22][C:21]([Br:24])=[C:20]([CH2:25][NH:26][C:27]([O:29][C:30]([CH3:33])([CH3:32])[CH3:31])=[O:28])[CH:19]=1)[C:7]1[CH:12]=[C:11]([CH2:13][CH3:14])[CH:10]=[C:9]([OH:15])[C:8]=1[F:16].CN(C=O)C.C(=O)([O-])[O-].[K+].[K+].Cl.[CH3:49][N:50]([CH3:54])[CH2:51][CH2:52]Cl. (4) Given the product [Br:2][C:3]1[CH:4]=[C:5]([NH:12][C:13]2[CH:18]=[CH:17][C:16]([N:19]3[CH2:24][CH2:23][N:22]([CH:28]4[CH2:29][O:26][CH2:27]4)[CH2:21][C@@H:20]3[CH3:25])=[CH:15][N:14]=2)[C:6]2[N:7]([CH:9]=[CH:10][N:11]=2)[N:8]=1, predict the reactants needed to synthesize it. The reactants are: Br.[Br:2][C:3]1[CH:4]=[C:5]([NH:12][C:13]2[CH:18]=[CH:17][C:16]([N:19]3[CH2:24][CH2:23][NH:22][CH2:21][C@@H:20]3[CH3:25])=[CH:15][N:14]=2)[C:6]2[N:7]([CH:9]=[CH:10][N:11]=2)[N:8]=1.[O:26]1[CH2:29][C:28](=O)[CH2:27]1.[BH3-]C#N.[Na+]. (5) Given the product [CH2:6]=[CH:1][CH2:2][CH2:3][CH2:4][CH3:5].[CH:1]12[CH2:7][CH:4]([CH2:5][CH2:6]1)[CH:3]=[CH:2]2, predict the reactants needed to synthesize it. The reactants are: [CH:1]12[CH2:7][CH:4]([CH2:5][CH2:6]1)[CH:3]=[CH:2]2.C=CCCCC.CO.Cl. (6) The reactants are: C(=O)C.[C:4]1(=[O:18])[N:8]([CH2:9][CH2:10][CH:11]=[O:12])[C:7](=[O:13])[C:6]2=CC=CC=[C:5]12. Given the product [C:4]1(=[O:18])[N:8]([CH2:9][CH2:10][CH:11]=[O:12])[C:7](=[O:13])[CH2:6][CH2:5]1, predict the reactants needed to synthesize it. (7) The reactants are: [F:1][C:2]1[C:10]([CH:11]=O)=[CH:9][CH:8]=[C:7]2[C:3]=1[CH:4]=[CH:5][N:6]2[Si](C(C)C)(C(C)C)C(C)C.[NH2:23][OH:24].Cl. Given the product [F:1][C:2]1[C:10]([CH:11]=[N:23][OH:24])=[CH:9][CH:8]=[C:7]2[C:3]=1[CH:4]=[CH:5][NH:6]2, predict the reactants needed to synthesize it. (8) Given the product [CH3:1][O:2][C:3]([C:5]1[C:13]2[C:8](=[CH:9][CH:10]=[C:11]([CH:14]3[C:13]([C:5]#[N:6])=[C:8]([CH3:9])[NH:7][C:20]([CH3:21])=[C:17]3[C:18]#[N:19])[CH:12]=2)[NH:7][N:6]=1)=[O:4], predict the reactants needed to synthesize it. The reactants are: [CH3:1][O:2][C:3]([C:5]1[C:13]2[C:8](=[CH:9][CH:10]=[C:11]([CH:14]=O)[CH:12]=2)[NH:7][N:6]=1)=[O:4].N/[C:17](=[CH:20]\[CH3:21])/[C:18]#[N:19]. (9) Given the product [CH3:2][C:3]([CH3:51])([CH2:49][CH3:50])[CH2:4][C:5]1[N:6]=[C:7]([CH2:29][CH:30]([NH:44][C:45](=[O:48])[O:46][CH3:47])[C:31]2[CH:32]=[CH:33][C:34]([C:37]3[CH:42]=[CH:41][C:40]([F:43])=[CH:39][N:38]=3)=[CH:35][CH:36]=2)[NH:8][CH:9]=1, predict the reactants needed to synthesize it. The reactants are: Cl.[CH3:2][C:3]([CH3:51])([CH2:49][CH3:50])[CH2:4][C:5]1[N:6]=[C:7]([CH2:29][CH:30]([NH:44][C:45](=[O:48])[O:46][CH3:47])[C:31]2[CH:36]=[CH:35][C:34]([C:37]3[CH:42]=[CH:41][C:40]([F:43])=[CH:39][N:38]=3)=[CH:33][CH:32]=2)[N:8](C(C2C=CC=CC=2)(C2C=CC=CC=2)C2C=CC=CC=2)[CH:9]=1.